Dataset: Forward reaction prediction with 1.9M reactions from USPTO patents (1976-2016). Task: Predict the product of the given reaction. (1) Given the reactants C1(P(CC)C2C=CC=CC=2)C=CC=CC=1.[CH3:16][C:17]1([CH3:24])[C:21]([CH3:23])([CH3:22])[O:20][BH:19][O:18]1.[C:25]([NH:28][C:29]([CH:41]1[CH2:44][C:43]([NH:52][C:53](=[O:60])[C:54]2[CH:59]=[CH:58][CH:57]=[CH:56][CH:55]=2)([C:45]2[CH:50]=[CH:49][C:48]([Cl:51])=[CH:47][CH:46]=2)[CH2:42]1)([CH2:37][CH2:38][CH:39]=[CH2:40])[C:30]([NH:32][C:33]([CH3:36])([CH3:35])[CH3:34])=[O:31])(=[O:27])[CH3:26], predict the reaction product. The product is: [C:25]([NH:28][C:29]([CH:41]1[CH2:44][C:43]([NH:52][C:53](=[O:60])[C:54]2[CH:59]=[CH:58][CH:57]=[CH:56][CH:55]=2)([C:45]2[CH:50]=[CH:49][C:48]([Cl:51])=[CH:47][CH:46]=2)[CH2:42]1)([CH2:37][CH2:38][CH2:39][CH2:40][B:19]1[O:20][C:21]([CH3:23])([CH3:22])[C:17]([CH3:24])([CH3:16])[O:18]1)[C:30]([NH:32][C:33]([CH3:36])([CH3:34])[CH3:35])=[O:31])(=[O:27])[CH3:26]. (2) The product is: [NH2:16][CH2:15][C:2]1([OH:1])[CH2:3][CH2:4][N:5]([C:8]([O:10][C:11]([CH3:13])([CH3:12])[CH3:14])=[O:9])[CH2:6][CH2:7]1. Given the reactants [OH:1][C:2]1([CH2:15][N+:16]([O-])=O)[CH2:7][CH2:6][N:5]([C:8]([O:10][C:11]([CH3:14])([CH3:13])[CH3:12])=[O:9])[CH2:4][CH2:3]1, predict the reaction product. (3) The product is: [CH2:18]([O:17][C:14]1[CH:13]=[C:12]([CH:25]([CH3:27])[CH3:26])[C:11]2[C:10]([S:28][C:29]3[CH:30]=[CH:31][C:32]([Cl:35])=[CH:33][CH:34]=3)=[C:9]3[CH:5]([CH2:4][C:3]([OH:36])=[O:2])[CH2:6][CH2:7][N:8]3[C:16]=2[CH:15]=1)[C:19]1[CH:24]=[CH:23][CH:22]=[CH:21][CH:20]=1. Given the reactants C[O:2][C:3](=[O:36])[CH2:4][CH:5]1[C:9]2=[C:10]([S:28][C:29]3[CH:34]=[CH:33][C:32]([Cl:35])=[CH:31][CH:30]=3)[C:11]3[C:12]([CH:25]([CH3:27])[CH3:26])=[CH:13][C:14]([O:17][CH2:18][C:19]4[CH:24]=[CH:23][CH:22]=[CH:21][CH:20]=4)=[CH:15][C:16]=3[N:8]2[CH2:7][CH2:6]1.CC(O)=O, predict the reaction product. (4) Given the reactants [CH3:1][C:2]1[CH:3]=[C:4]([CH:27]=[CH:28][C:29]=1[CH3:30])[CH2:5][N:6]1[C:10](=O)[CH:9]([CH2:12][CH2:13][CH2:14][C:15]2[CH:20]=[CH:19][C:18]([O:21][CH3:22])=[CH:17][CH:16]=2)[N:8]([CH2:23][CH2:24][CH3:25])[C:7]1=[O:26].[CH3:31][Mg]Br.CCOCC, predict the reaction product. The product is: [CH3:1][C:2]1[CH:3]=[C:4]([CH:27]=[CH:28][C:29]=1[CH3:30])[CH2:5][N:6]1[C:10]([CH3:31])=[C:9]([CH2:12][CH2:13][CH2:14][C:15]2[CH:16]=[CH:17][C:18]([O:21][CH3:22])=[CH:19][CH:20]=2)[N:8]([CH2:23][CH2:24][CH3:25])[C:7]1=[O:26]. (5) Given the reactants C([O:4][CH2:5][C:6]1[N:7]([CH:16]([CH2:18][CH2:19][CH3:20])[CH3:17])[C:8]2[CH:13]=[C:12]([Br:14])[N:11]=[CH:10][C:9]=2[N:15]=1)(=O)C.[OH-].[Na+].O, predict the reaction product. The product is: [Br:14][C:12]1[N:11]=[CH:10][C:9]2[N:15]=[C:6]([CH2:5][OH:4])[N:7]([CH:16]([CH2:18][CH2:19][CH3:20])[CH3:17])[C:8]=2[CH:13]=1. (6) Given the reactants [CH2:1]([C@@H:8]1[CH2:13][N:12]([CH2:14][C:15]2[CH:20]=[CH:19][CH:18]=[CH:17][CH:16]=2)[CH2:11][CH2:10][N:9]1[S:21]([CH2:24][C:25]([C:27]1[CH:32]=[CH:31][CH:30]=[CH:29][CH:28]=1)=O)(=[O:23])=[O:22])[C:2]1[CH:7]=[CH:6][CH:5]=[CH:4][CH:3]=1.[C:33]1([N:39]=[N+:40]=[N-:41])[CH:38]=[CH:37][CH:36]=[CH:35][CH:34]=1.CO.C[O-].[Na+], predict the reaction product. The product is: [CH2:1]([C@@H:8]1[CH2:13][N:12]([CH2:14][C:15]2[CH:20]=[CH:19][CH:18]=[CH:17][CH:16]=2)[CH2:11][CH2:10][N:9]1[S:21]([C:24]1[N:41]=[N:40][N:39]([C:33]2[CH:38]=[CH:37][CH:36]=[CH:35][CH:34]=2)[C:25]=1[C:27]1[CH:32]=[CH:31][CH:30]=[CH:29][CH:28]=1)(=[O:23])=[O:22])[C:2]1[CH:7]=[CH:6][CH:5]=[CH:4][CH:3]=1. (7) Given the reactants [C:1]([O:5][C:6](=[O:58])[C:7]([O:10]/[N:11]=[C:12](/[C:44]1[N:45]=[C:46]([NH:50][C:51]([O:53][C:54]([CH3:57])([CH3:56])[CH3:55])=[O:52])[S:47][C:48]=1[Cl:49])\[C:13]([NH:15][C@@H:16]1[C:23](=[O:24])[N:22]2[C@@H:17]1[S@:18](=[O:43])[CH2:19][C:20]([CH2:41]Cl)=[C:21]2[C:25]([O:27][CH:28]([C:35]1[CH:40]=[CH:39][CH:38]=[CH:37][CH:36]=1)[C:29]1[CH:34]=[CH:33][CH:32]=[CH:31][CH:30]=1)=[O:26])=[O:14])([CH3:9])[CH3:8])([CH3:4])([CH3:3])[CH3:2].[I-:59].[Na+], predict the reaction product. The product is: [C:1]([O:5][C:6](=[O:58])[C:7]([O:10]/[N:11]=[C:12](/[C:44]1[N:45]=[C:46]([NH:50][C:51]([O:53][C:54]([CH3:57])([CH3:56])[CH3:55])=[O:52])[S:47][C:48]=1[Cl:49])\[C:13]([NH:15][C@@H:16]1[C:23](=[O:24])[N:22]2[C@@H:17]1[S@:18](=[O:43])[CH2:19][C:20]([CH2:41][I:59])=[C:21]2[C:25]([O:27][CH:28]([C:35]1[CH:40]=[CH:39][CH:38]=[CH:37][CH:36]=1)[C:29]1[CH:34]=[CH:33][CH:32]=[CH:31][CH:30]=1)=[O:26])=[O:14])([CH3:9])[CH3:8])([CH3:4])([CH3:3])[CH3:2]. (8) The product is: [C:34]([NH:33][C:29]1[CH:28]=[C:27]([CH:24]2[CH2:25][CH2:26][N:21]([CH2:20][CH2:19][CH2:18][NH:17][C:14]([C:8]3([C:5]4[CH:4]=[CH:3][C:2]([Cl:1])=[CH:7][CH:6]=4)[CH2:9][CH2:10][CH2:11][CH2:12][CH2:13]3)=[O:16])[CH2:22][CH2:23]2)[CH:32]=[CH:31][CH:30]=1)(=[O:38])[CH2:35][CH2:36][CH3:37]. Given the reactants [Cl:1][C:2]1[CH:7]=[CH:6][C:5]([C:8]2([C:14]([OH:16])=O)[CH2:13][CH2:12][CH2:11][CH2:10][CH2:9]2)=[CH:4][CH:3]=1.[NH2:17][CH2:18][CH2:19][CH2:20][N:21]1[CH2:26][CH2:25][CH:24]([C:27]2[CH:28]=[C:29]([NH:33][C:34](=[O:38])[CH2:35][CH2:36][CH3:37])[CH:30]=[CH:31][CH:32]=2)[CH2:23][CH2:22]1, predict the reaction product. (9) Given the reactants [CH2:1]([O:8][C:9]([O:11]N1C(=O)CCC1=O)=O)[C:2]1[CH:7]=[CH:6][CH:5]=[CH:4][CH:3]=1.[CH2:19]1[C:31]2[NH:30][C:29]3[C:24](=[CH:25][CH:26]=[CH:27][CH:28]=3)[C:23]=2[CH2:22][CH2:21][NH:20]1, predict the reaction product. The product is: [CH2:1]([O:8][C:9]([N:20]1[CH2:21][CH2:22][C:23]2[C:24]3[C:29](=[CH:28][CH:27]=[CH:26][CH:25]=3)[NH:30][C:31]=2[CH2:19]1)=[O:11])[C:2]1[CH:3]=[CH:4][CH:5]=[CH:6][CH:7]=1.